The task is: Predict the reactants needed to synthesize the given product.. This data is from Full USPTO retrosynthesis dataset with 1.9M reactions from patents (1976-2016). (1) Given the product [N:1]1[CH:6]=[CH:5][CH:4]=[CH:3][C:2]=1[C:7]1[CH:8]=[CH:9][C:10]([O:11][CH:12]([CH2:18][C:19]2[CH:24]=[CH:23][C:22]([O:25][CH2:26][CH2:27][NH:28][C:29](=[O:42])[C:30]3[CH:35]=[CH:34][C:33]([C:36]4[CH:41]=[CH:40][CH:39]=[CH:38][N:37]=4)=[CH:32][CH:31]=3)=[CH:21][CH:20]=2)[C:13]([OH:15])=[O:14])=[CH:43][CH:44]=1, predict the reactants needed to synthesize it. The reactants are: [N:1]1[CH:6]=[CH:5][CH:4]=[CH:3][C:2]=1[C:7]1[CH:44]=[CH:43][C:10]([O:11][CH:12]([CH2:18][C:19]2[CH:24]=[CH:23][C:22]([O:25][CH2:26][CH2:27][NH:28][C:29](=[O:42])[C:30]3[CH:35]=[CH:34][C:33]([C:36]4[CH:41]=[CH:40][CH:39]=[CH:38][N:37]=4)=[CH:32][CH:31]=3)=[CH:21][CH:20]=2)[C:13]([O:15]CC)=[O:14])=[CH:9][CH:8]=1.[OH-].[Na+]. (2) Given the product [Br:8][C:5]1[CH:4]=[C:3]2[C:2](=[CH:7][CH:6]=1)[N:1]=[C:19]([CH2:18][CH3:17])[C:20]([C:21](=[O:24])[CH2:22][CH3:23])=[C:9]2[C:11]1[CH:16]=[CH:15][CH:14]=[CH:13][CH:12]=1, predict the reactants needed to synthesize it. The reactants are: [NH2:1][C:2]1[CH:7]=[CH:6][C:5]([Br:8])=[CH:4][C:3]=1[C:9]([C:11]1[CH:16]=[CH:15][CH:14]=[CH:13][CH:12]=1)=O.[CH3:17][CH2:18][C:19](=O)[CH2:20][C:21](=[O:24])[CH2:22][CH3:23].[Na]. (3) Given the product [N:24]([CH2:7][C:4]1[S:5][CH:6]=[C:2]([Br:1])[N:3]=1)=[N+:25]=[N-:26], predict the reactants needed to synthesize it. The reactants are: [Br:1][C:2]1[N:3]=[C:4]([CH2:7]O)[S:5][CH:6]=1.FC(F)(F)S(Cl)(=O)=O.CCN(CC)CC.[N-:24]=[N+:25]=[N-:26].[Na+]. (4) Given the product [CH2:6]([O:10][C:11]1[CH:15]=[C:14]([C:16]([N:3]([O:4][CH3:5])[CH3:2])=[O:18])[N:13]([CH2:19][C:20]2[CH:25]=[CH:24][C:23]([Cl:26])=[CH:22][C:21]=2[Cl:27])[N:12]=1)[CH2:7][CH2:8][CH3:9], predict the reactants needed to synthesize it. The reactants are: Cl.[CH3:2][NH:3][O:4][CH3:5].[CH2:6]([O:10][C:11]1[CH:15]=[C:14]([C:16]([OH:18])=O)[N:13]([CH2:19][C:20]2[CH:25]=[CH:24][C:23]([Cl:26])=[CH:22][C:21]=2[Cl:27])[N:12]=1)[CH2:7][CH2:8][CH3:9].Cl.C(N=C=NCCCN(C)C)C.O.ON1C2C=CC=CC=2N=N1. (5) Given the product [Cl:1][C:2]1[C:7]([C:8]2[CH:9]=[CH:10][C:11]([C:14]([F:17])([F:16])[F:15])=[CH:12][CH:13]=2)=[CH:6][C:5]([C:18]2([C:22]([OH:24])=[O:23])[CH2:21][CH2:20][CH2:19]2)=[CH:4][C:3]=1[O:27][CH2:28][CH:29]1[CH2:31][CH2:30]1, predict the reactants needed to synthesize it. The reactants are: [Cl:1][C:2]1[C:7]([C:8]2[CH:13]=[CH:12][C:11]([C:14]([F:17])([F:16])[F:15])=[CH:10][CH:9]=2)=[CH:6][C:5]([C:18]2([C:22]([O:24]CC)=[O:23])[CH2:21][CH2:20][CH2:19]2)=[CH:4][C:3]=1[O:27][CH2:28][CH:29]1[CH2:31][CH2:30]1.[Li+].[OH-]. (6) The reactants are: OO.S(=O)(=O)(O)O.N[CH2:9][CH2:10][CH2:11][CH2:12][CH2:13][CH2:14][CH2:15][CH2:16][CH2:17][CH2:18][CH2:19][CH2:20][CH2:21][CH2:22][CH2:23][CH2:24][CH2:25][CH2:26][Si](Cl)(Cl)Cl.CCCCCCCCCCCCCCCC. Given the product [CH3:26][CH2:25][CH2:24][CH2:23][CH2:22][CH2:21][CH2:20][CH2:19][CH2:18][CH2:17][CH2:16][CH2:15][CH2:14][CH2:13][CH2:12][CH2:11][CH2:10][CH3:9], predict the reactants needed to synthesize it. (7) Given the product [Br:12][C:11]1[C:2]([C:13]#[N:14])=[CH:3][C:4]2[O:9][CH2:8][CH2:7][O:6][C:5]=2[CH:10]=1, predict the reactants needed to synthesize it. The reactants are: Br[C:2]1[C:11]([Br:12])=[CH:10][C:5]2[O:6][CH2:7][CH2:8][O:9][C:4]=2[CH:3]=1.[C:13]([Cu])#[N:14].C([O-])([O-])=O.[K+].[K+].